From a dataset of Forward reaction prediction with 1.9M reactions from USPTO patents (1976-2016). Predict the product of the given reaction. (1) Given the reactants [Cl-].[Li+].C[Si](C[Mg]Cl)(C)C.[CH:10]1([Mg]Br)[CH2:14][CH2:13][CH2:12][CH2:11]1.[F:17][C:18]1[CH:23]=[CH:22][C:21]([O:24][CH3:25])=[CH:20][C:19]=1[C:26]1[C:27]([CH:42]=[O:43])=[CH:28][C:29]([O:32][CH2:33][C:34]2[CH:39]=[CH:38][C:37]([O:40][CH3:41])=[CH:36][CH:35]=2)=[CH:30][CH:31]=1.[Cl-].[NH4+], predict the reaction product. The product is: [CH:10]1([CH:42]([C:27]2[CH:28]=[C:29]([O:32][CH2:33][C:34]3[CH:35]=[CH:36][C:37]([O:40][CH3:41])=[CH:38][CH:39]=3)[CH:30]=[CH:31][C:26]=2[C:19]2[CH:20]=[C:21]([O:24][CH3:25])[CH:22]=[CH:23][C:18]=2[F:17])[OH:43])[CH2:14][CH2:13][CH2:12][CH2:11]1. (2) Given the reactants [CH3:1][O:2][C:3]1[CH:4]=[C:5]2[C:10](=[CH:11][C:12]=1[O:13][CH2:14][CH2:15][CH2:16][N:17]1[CH2:22][CH2:21][N:20]([CH3:23])[CH2:19][CH2:18]1)[N:9]=[CH:8][NH:7][C:6]2=O.CN(C=O)C.S(Cl)([Cl:32])=O, predict the reaction product. The product is: [Cl:32][C:6]1[C:5]2[C:10](=[CH:11][C:12]([O:13][CH2:14][CH2:15][CH2:16][N:17]3[CH2:22][CH2:21][N:20]([CH3:23])[CH2:19][CH2:18]3)=[C:3]([O:2][CH3:1])[CH:4]=2)[N:9]=[CH:8][N:7]=1. (3) Given the reactants C(P(C12CC3CC(CC(C3)C1)C2)C12CC3CC(CC(C3)C1)C2)CCC.[Cl:26][C:27]1[CH:51]=[CH:50][C:30]([CH2:31][N:32]2[C:40]3[C:35](=[N:36][C:37]([C:48]#[N:49])=[N:38][C:39]=3[NH:41][C@@H:42]([CH:44]3[CH2:47][CH2:46][CH2:45]3)[CH3:43])[N:34]=[CH:33]2)=[CH:29][C:28]=1[F:52].C(O)(=O)C(C)(C)C.[F-].[Cs+].Br[C:63]1[CH:68]=[C:67]([CH:69]([CH3:71])[CH3:70])[CH:66]=[CH:65][N:64]=1, predict the reaction product. The product is: [Cl:26][C:27]1[CH:51]=[CH:50][C:30]([CH2:31][N:32]2[C:40]3[C:35](=[N:36][C:37]([C:48]#[N:49])=[N:38][C:39]=3[NH:41][C@@H:42]([CH:44]3[CH2:47][CH2:46][CH2:45]3)[CH3:43])[N:34]=[C:33]2[C:63]2[CH:68]=[C:67]([CH:69]([CH3:71])[CH3:70])[CH:66]=[CH:65][N:64]=2)=[CH:29][C:28]=1[F:52]. (4) Given the reactants [I-].[CH:2]1([CH2:8][N+:9]2([CH2:15][CH3:16])[CH2:14][CH2:13][CH2:12][CH2:11][CH2:10]2)[CH2:7][CH2:6][CH2:5][CH2:4][CH2:3]1.[OH2:17].[OH-], predict the reaction product. The product is: [OH-:17].[CH:2]1([CH2:8][N+:9]2([CH2:15][CH3:16])[CH2:14][CH2:13][CH2:12][CH2:11][CH2:10]2)[CH2:7][CH2:6][CH2:5][CH2:4][CH2:3]1. (5) Given the reactants [C:1]1([C:11]([O:13]C)=[O:12])[C:10]2[CH:9]=[CH:8][CH2:7][CH2:6][C:5]=2[CH:4]=[CH:3][CH:2]=1.[OH-].[Na+].Cl, predict the reaction product. The product is: [C:1]1([C:11]([OH:13])=[O:12])[C:10]2[CH:9]=[CH:8][CH2:7][CH2:6][C:5]=2[CH:4]=[CH:3][CH:2]=1. (6) The product is: [Cl:3][C:4]1[CH:5]=[CH:6][C:7]2[N:12]([CH3:16])[C:11](=[O:13])[O:10][C:9](=[O:14])[C:8]=2[CH:15]=1. Given the reactants [H-].[Na+].[Cl:3][C:4]1[CH:5]=[CH:6][C:7]2[NH:12][C:11](=[O:13])[O:10][C:9](=[O:14])[C:8]=2[CH:15]=1.[CH3:16]I, predict the reaction product. (7) Given the reactants [H-].[Na+].[NH2:3][C@H:4]([CH:7]([CH3:9])[CH3:8])[CH2:5][OH:6].Cl[CH2:11][C:12](OCC)=[O:13].[Cl-].[NH4+], predict the reaction product. The product is: [CH:7]([C@H:4]1[NH:3][C:12](=[O:13])[CH2:11][O:6][CH2:5]1)([CH3:9])[CH3:8]. (8) Given the reactants [CH3:1][C:2]1([CH3:10])[CH2:7][CH2:6][CH2:5][C:4]([CH3:9])([CH3:8])[NH:3]1.[K].C[Si]([N-][Si](C)(C)C)(C)C.Br[C:22]1[CH:27]=[CH:26][CH:25]=[C:24](Br)[N:23]=1, predict the reaction product. The product is: [CH3:1][C:2]1([CH3:10])[CH2:7][CH2:6][CH2:5][C:4]([CH3:9])([CH3:8])[N:3]1[C:22]1[CH:27]=[CH:26][CH:25]=[C:24]([N:3]2[C:4]([CH3:9])([CH3:8])[CH2:5][CH2:6][CH2:7][C:2]2([CH3:10])[CH3:1])[N:23]=1.